This data is from Forward reaction prediction with 1.9M reactions from USPTO patents (1976-2016). The task is: Predict the product of the given reaction. (1) The product is: [O:51]=[C:50]1[C:49]2[C:44](=[CH:45][CH:46]=[CH:47][CH:48]=2)[C:43](=[O:52])[N:42]1[C@H:29]([C:28](=[O:53])[N:12]1[C@H:13]([C:17](=[O:27])[NH:18][CH2:19][CH2:20][C:21]2[CH:22]=[CH:23][CH:24]=[CH:25][CH:26]=2)[CH2:14][CH2:15][CH2:16][NH:11]1)[CH2:30][CH2:31][C:32]([OH:34])=[O:33]. Given the reactants C(OC([N:11]1[CH2:16][CH2:15][CH2:14][C@@H:13]([C:17](=[O:27])[NH:18][CH2:19][CH2:20][C:21]2[CH:26]=[CH:25][CH:24]=[CH:23][CH:22]=2)[N:12]1[C:28](=[O:53])[C@@H:29]([N:42]1[C:50](=[O:51])[C:49]2[C:44](=[CH:45][CH:46]=[CH:47][CH:48]=2)[C:43]1=[O:52])[CH2:30][CH2:31][C:32]([O:34]CC1C=CC=CC=1)=[O:33])=O)C1C=CC=CC=1, predict the reaction product. (2) Given the reactants C1C(=O)N([Cl:8])C(=O)C1.C1(P(C2C=CC=CC=2)C2C=CC=CC=2)C=CC=CC=1.[F:28][C:29]1[C:34]([F:35])=[CH:33][CH:32]=[CH:31][C:30]=1[C@@H:36]1[CH2:46][CH2:45][C@@H:44]([O:47][Si:48]([CH:55]([CH3:57])[CH3:56])([CH:52]([CH3:54])[CH3:53])[CH:49]([CH3:51])[CH3:50])[C:39]2=[N:40][CH:41]=[CH:42][CH:43]=[C:38]2[C@H:37]1O, predict the reaction product. The product is: [Cl:8][C@H:37]1[C:38]2[C:39](=[N:40][CH:41]=[CH:42][CH:43]=2)[C@H:44]([O:47][Si:48]([CH:55]([CH3:57])[CH3:56])([CH:52]([CH3:54])[CH3:53])[CH:49]([CH3:51])[CH3:50])[CH2:45][CH2:46][C@H:36]1[C:30]1[CH:31]=[CH:32][CH:33]=[C:34]([F:35])[C:29]=1[F:28]. (3) The product is: [F:6][C:7]1[C:8]([C:15]2[CH:20]=[CH:19][N:18]=[C:17]([NH:21][CH:22]3[CH2:27][CH2:26][O:25][CH2:24][CH2:23]3)[N:16]=2)=[CH:9][C:10](=[O:13])[NH:11][CH:12]=1. Given the reactants I[Si](C)(C)C.[F:6][C:7]1[C:8]([C:15]2[CH:20]=[CH:19][N:18]=[C:17]([NH:21][CH:22]3[CH2:27][CH2:26][O:25][CH2:24][CH2:23]3)[N:16]=2)=[CH:9][C:10]([O:13]C)=[N:11][CH:12]=1.CO.C([O-])(O)=O.[Na+], predict the reaction product. (4) Given the reactants Cl.[CH3:2][O:3][C:4]1[CH:5]=[C:6]([C:12]2[C:13]([CH3:25])([CH3:24])[C:14](=[O:23])[N:15]([CH:17]3[CH2:22][CH2:21][NH:20][CH2:19][CH2:18]3)[N:16]=2)[CH:7]=[CH:8][C:9]=1[O:10][CH3:11].[F:26][C:27]([F:40])([F:39])[O:28][C:29]1[CH:34]=[CH:33][CH:32]=[CH:31][C:30]=1[S:35](Cl)(=[O:37])=[O:36], predict the reaction product. The product is: [CH3:2][O:3][C:4]1[CH:5]=[C:6]([C:12]2[C:13]([CH3:25])([CH3:24])[C:14](=[O:23])[N:15]([CH:17]3[CH2:22][CH2:21][N:20]([S:35]([C:30]4[CH:31]=[CH:32][CH:33]=[CH:34][C:29]=4[O:28][C:27]([F:26])([F:39])[F:40])(=[O:37])=[O:36])[CH2:19][CH2:18]3)[N:16]=2)[CH:7]=[CH:8][C:9]=1[O:10][CH3:11]. (5) Given the reactants [N:1]([C@H:4]1[C@@H:9]([NH:10]C(=O)OC(C)(C)C)[CH2:8][C@H:7]2[C@@H:5]1[CH2:6]2)=[N+:2]=[N-:3].[ClH:18], predict the reaction product. The product is: [ClH:18].[N:1]([C@H:4]1[C@@H:9]([NH2:10])[CH2:8][C@H:7]2[C@@H:5]1[CH2:6]2)=[N+:2]=[N-:3].